This data is from Full USPTO retrosynthesis dataset with 1.9M reactions from patents (1976-2016). The task is: Predict the reactants needed to synthesize the given product. (1) Given the product [CH3:1][O:2][C:3]([CH:5]1[CH2:10][NH:9][CH2:8][CH2:7][N:6]1[C:21]([O:23][C:24]([CH3:27])([CH3:26])[CH3:25])=[O:22])=[O:4], predict the reactants needed to synthesize it. The reactants are: [CH3:1][O:2][C:3]([CH:5]1[CH2:10][N:9](C(OCC2C=CC=CC=2)=O)[CH2:8][CH2:7][N:6]1[C:21]([O:23][C:24]([CH3:27])([CH3:26])[CH3:25])=[O:22])=[O:4]. (2) Given the product [CH2:1]([NH:8][C:9](=[O:10])[C@@H:11]1[CH2:15][C@@H:14]([O:16][CH2:17][CH3:18])[CH2:13][NH:12]1)[C:2]1[CH:7]=[CH:6][CH:5]=[CH:4][CH:3]=1, predict the reactants needed to synthesize it. The reactants are: [CH2:1]([NH:8][C:9]([C@@H:11]1[CH2:15][C@@H:14]([O:16][CH2:17][CH3:18])[CH2:13][N:12]1C(OC(C)(C)C)=O)=[O:10])[C:2]1[CH:7]=[CH:6][CH:5]=[CH:4][CH:3]=1.C(OCC)(=O)C.Cl. (3) Given the product [F:1][C:2]1[CH:3]=[C:4]2[C:5]([CH:8]=[C:9]([CH3:10])[NH:12]2)=[CH:6][CH:7]=1, predict the reactants needed to synthesize it. The reactants are: [F:1][C:2]1[CH:7]=[CH:6][C:5]([CH2:8][C:9](=O)[CH3:10])=[C:4]([N+:12]([O-])=O)[CH:3]=1.[H][H]. (4) Given the product [F:1][C:2]1[CH:3]=[CH:4][C:5]([N:8]2[C:16]3[C:11](=[CH:12][C:13]([O:17][C@H:18]([C:22]4[CH:23]=[CH:24][CH:25]=[CH:26][CH:27]=4)[C@@H:19]([NH:21][S:38]([CH2:35][CH2:36][CH3:37])(=[O:40])=[O:39])[CH3:20])=[CH:14][CH:15]=3)[CH:10]=[N:9]2)=[CH:6][CH:7]=1, predict the reactants needed to synthesize it. The reactants are: [F:1][C:2]1[CH:7]=[CH:6][C:5]([N:8]2[C:16]3[C:11](=[CH:12][C:13]([O:17][C@H:18]([C:22]4[CH:27]=[CH:26][CH:25]=[CH:24][CH:23]=4)[C@@H:19]([NH2:21])[CH3:20])=[CH:14][CH:15]=3)[CH:10]=[N:9]2)=[CH:4][CH:3]=1.C(N(CC)CC)C.[CH2:35]([S:38](Cl)(=[O:40])=[O:39])[CH2:36][CH3:37].